Predict the reactants needed to synthesize the given product. From a dataset of Full USPTO retrosynthesis dataset with 1.9M reactions from patents (1976-2016). Given the product [CH3:25][O:42][C:13]1[N:12]2[N:17]=[C:18]([C:20]([F:22])([F:21])[F:24])[N:19]=[C:11]2[C:10]([CH:9]=[O:1])=[CH:15][CH:14]=1, predict the reactants needed to synthesize it. The reactants are: [O:1]([CH2:9][C:10]1[C:11]2[N:12]([N:17]=[C:18]([C:20](F)([F:22])[F:21])[N:19]=2)[C:13](I)=[CH:14][CH:15]=1)[Si](C(C)(C)C)(C)C.[F-:24].[CH2:25]([N+](CCCC)(CCCC)CCCC)CCC.[OH2:42].